This data is from Full USPTO retrosynthesis dataset with 1.9M reactions from patents (1976-2016). The task is: Predict the reactants needed to synthesize the given product. (1) Given the product [Cl:1][C:2]1[CH:7]=[CH:6][C:5]([C@H:8]2[N:15]3[C:11]([S:12][C:13]([C:19]([N:33]4[CH2:34][CH2:35][NH:30][C:31](=[O:36])[CH2:32]4)=[O:20])=[C:14]3[CH:16]([CH3:18])[CH3:17])=[N:10][C@@:9]2([C:23]2[CH:24]=[CH:25][C:26]([Cl:29])=[CH:27][CH:28]=2)[CH3:22])=[CH:4][CH:3]=1, predict the reactants needed to synthesize it. The reactants are: [Cl:1][C:2]1[CH:7]=[CH:6][C:5]([C@H:8]2[N:15]3[C:11]([S:12][C:13]([C:19](O)=[O:20])=[C:14]3[CH:16]([CH3:18])[CH3:17])=[N:10][C@@:9]2([C:23]2[CH:28]=[CH:27][C:26]([Cl:29])=[CH:25][CH:24]=2)[CH3:22])=[CH:4][CH:3]=1.[NH:30]1[CH2:35][CH2:34][NH:33][CH2:32][C:31]1=[O:36]. (2) Given the product [Cl:24][C:21]1[CH:20]=[CH:19][C:18]([C:11]([N:6]2[C:7]3[C:3](=[C:2]([NH:1][S:33]([CH3:32])(=[O:35])=[O:34])[CH:10]=[CH:9][CH:8]=3)[CH:4]=[N:5]2)([CH2:16][CH3:17])[C:12]([O:14][CH3:15])=[O:13])=[CH:23][CH:22]=1, predict the reactants needed to synthesize it. The reactants are: [NH2:1][C:2]1[CH:10]=[CH:9][CH:8]=[C:7]2[C:3]=1[CH:4]=[N:5][N:6]2[C:11]([C:18]1[CH:23]=[CH:22][C:21]([Cl:24])=[CH:20][CH:19]=1)([CH2:16][CH3:17])[C:12]([O:14][CH3:15])=[O:13].CN1CCOCC1.[CH3:32][S:33](Cl)(=[O:35])=[O:34]. (3) Given the product [C:16]([O:20][C:21]([NH:1][C@H:4]1[CH2:9][CH2:8][C@H:7]([C:10]([O:12][CH3:13])=[O:11])[C@@H:6]([O:14][CH3:15])[CH2:5]1)=[O:22])([CH3:19])([CH3:18])[CH3:17], predict the reactants needed to synthesize it. The reactants are: [N:1]([C@H:4]1[CH2:9][CH2:8][C@H:7]([C:10]([O:12][CH3:13])=[O:11])[C@@H:6]([O:14][CH3:15])[CH2:5]1)=[N+]=[N-].[C:16]([O:20][C:21](O[C:21]([O:20][C:16]([CH3:19])([CH3:18])[CH3:17])=[O:22])=[O:22])([CH3:19])([CH3:18])[CH3:17]. (4) Given the product [C:6]([C:7]1[CH:12]=[CH:11][C:10]([CH2:13][OH:14])=[CH:9][CH:8]=1)#[CH:5], predict the reactants needed to synthesize it. The reactants are: C[Si]([C:5]#[C:6][C:7]1[CH:12]=[CH:11][C:10]([CH2:13][OH:14])=[CH:9][CH:8]=1)(C)C.CCCC[N+](CCCC)(CCCC)CCCC.[F-]. (5) Given the product [Cl:1][C:2]1[CH:7]=[CH:6][CH:5]=[C:4]([O:8][CH3:9])[C:3]=1[C:10]1[C:16](=[O:17])[CH:15]2[CH2:18][CH:12]([CH2:13][CH2:14]2)[C:11]=1[O:19][CH3:20], predict the reactants needed to synthesize it. The reactants are: [Cl:1][C:2]1[CH:7]=[CH:6][CH:5]=[C:4]([O:8][CH3:9])[C:3]=1[CH:10]1[C:16](=[O:17])[CH:15]2[CH2:18][CH:12]([CH2:13][CH2:14]2)[C:11]1=[O:19].[C:20](=O)([O-])[O-].[K+].[K+].IC.